From a dataset of Catalyst prediction with 721,799 reactions and 888 catalyst types from USPTO. Predict which catalyst facilitates the given reaction. (1) Reactant: [CH2:1]([N:8]1[C:12](=O)[C@@H:11]2[C:14]3[CH:15]=[C:16]([O:22][CH2:23][C:24]4[CH:29]=[CH:28][CH:27]=[CH:26][CH:25]=4)[CH:17]=[CH:18][C:19]=3[CH2:20][O:21][C@H:10]2[CH2:9]1)[C:2]1[CH:7]=[CH:6][CH:5]=[CH:4][CH:3]=1.Cl.C([O-])(O)=O.[Na+].CCOC(C)=O. The catalyst class is: 207. Product: [CH2:1]([N:8]1[CH2:12][C@@H:11]2[C:14]3[CH:15]=[C:16]([O:22][CH2:23][C:24]4[CH:29]=[CH:28][CH:27]=[CH:26][CH:25]=4)[CH:17]=[CH:18][C:19]=3[CH2:20][O:21][C@H:10]2[CH2:9]1)[C:2]1[CH:3]=[CH:4][CH:5]=[CH:6][CH:7]=1. (2) Reactant: Br[C:2]1[CH:7]=[CH:6][C:5]([O:8][CH2:9][C:10]2[CH:15]=[CH:14][C:13]([CH2:16][CH3:17])=[CH:12][CH:11]=2)=[C:4]([O:18][CH3:19])[CH:3]=1.C([Li])CCC.CCCCCC.[C:31]([N:38]1[CH2:41][C:40](=[O:42])[CH2:39]1)([O:33][C:34]([CH3:37])([CH3:36])[CH3:35])=[O:32].O. Product: [CH2:16]([C:13]1[CH:14]=[CH:15][C:10]([CH2:9][O:8][C:5]2[CH:6]=[CH:7][C:2]([C:40]3([OH:42])[CH2:39][N:38]([C:31]([O:33][C:34]([CH3:36])([CH3:35])[CH3:37])=[O:32])[CH2:41]3)=[CH:3][C:4]=2[O:18][CH3:19])=[CH:11][CH:12]=1)[CH3:17]. The catalyst class is: 7.